This data is from Catalyst prediction with 721,799 reactions and 888 catalyst types from USPTO. The task is: Predict which catalyst facilitates the given reaction. (1) The catalyst class is: 42. Reactant: [N+:1]([C:4]1[CH:5]=[C:6]2[C:10](=[CH:11][CH:12]=1)[NH:9][N:8]=[CH:7]2)([O-:3])=[O:2].[H-].[Na+].[F:15][C:16]1[CH:21]=[C:20]([F:22])[CH:19]=[CH:18][C:17]=1[C:23]1([CH2:26][N:27]2[CH:31]=[N:30][CH:29]=[N:28]2)[CH2:25][O:24]1.O. Product: [F:15][C:16]1[CH:21]=[C:20]([F:22])[CH:19]=[CH:18][C:17]=1[C:23]([OH:24])([CH2:26][N:27]1[CH:31]=[N:30][CH:29]=[N:28]1)[CH2:25][N:9]1[C:10]2[C:6](=[CH:5][C:4]([N+:1]([O-:3])=[O:2])=[CH:12][CH:11]=2)[CH:7]=[N:8]1. (2) Reactant: N[C:2]1[C:7]([C:8]#[N:9])=[C:6]([C:10]2[CH:15]=[CH:14][C:13]([O:16][CH2:17][CH2:18][OH:19])=[C:12]([F:20])[CH:11]=2)[C:5]([C:21]#[N:22])=[C:4]([S:23][CH2:24][C:25]2[N:26]=[C:27]([C:30]3[CH:35]=[CH:34][C:33]([Cl:36])=[CH:32][CH:31]=3)[O:28][CH:29]=2)[N:3]=1.N(OCCC(C)C)=O.[Cl-:45].[NH4+]. Product: [Cl:45][C:2]1[C:7]([C:8]#[N:9])=[C:6]([C:10]2[CH:15]=[CH:14][C:13]([O:16][CH2:17][CH2:18][OH:19])=[C:12]([F:20])[CH:11]=2)[C:5]([C:21]#[N:22])=[C:4]([S:23][CH2:24][C:25]2[N:26]=[C:27]([C:30]3[CH:31]=[CH:32][C:33]([Cl:36])=[CH:34][CH:35]=3)[O:28][CH:29]=2)[N:3]=1. The catalyst class is: 879. (3) Reactant: [F:1][C:2]([F:23])([F:22])[C:3]1[CH:4]=[C:5]([CH:9]2[CH2:14][CH2:13][N:12]([C:15]3[CH:20]=[CH:19][C:18]([NH2:21])=[CH:17][N:16]=3)[CH2:11][CH2:10]2)[CH:6]=[CH:7][CH:8]=1.C(N(C(C)C)CC)(C)C.[C:33]1([C:39]2[O:40][C:41]([C:47]([F:50])([F:49])[F:48])=[C:42]([C:44](Cl)=[O:45])[N:43]=2)[CH:38]=[CH:37][CH:36]=[CH:35][CH:34]=1. Product: [F:23][C:2]([F:1])([F:22])[C:3]1[CH:4]=[C:5]([CH:9]2[CH2:10][CH2:11][N:12]([C:15]3[CH:20]=[CH:19][C:18]([NH:21][C:44]([C:42]4[N:43]=[C:39]([C:33]5[CH:38]=[CH:37][CH:36]=[CH:35][CH:34]=5)[O:40][C:41]=4[C:47]([F:49])([F:50])[F:48])=[O:45])=[CH:17][N:16]=3)[CH2:13][CH2:14]2)[CH:6]=[CH:7][CH:8]=1. The catalyst class is: 124. (4) Reactant: [C:1]1([NH:7][C:8]([C:10]2[C:15]([N:16]([S:20]([C:23]3[CH:28]=[CH:27][C:26]([Cl:29])=[C:25]([C:30]([F:33])([F:32])[F:31])[CH:24]=3)(=O)=[O:21])COC)=[CH:14][C:13]([Cl:34])=[CH:12][N:11]=2)=[O:9])[CH:6]=[CH:5][CH:4]=[CH:3][CH:2]=1.Cl. Product: [C:1]1([NH:7][C:8]([C:10]2[C:15]([NH:16][S:20]([C:23]3[CH:28]=[CH:27][C:26]([Cl:29])=[C:25]([C:30]([F:33])([F:32])[F:31])[CH:24]=3)=[O:21])=[CH:14][C:13]([Cl:34])=[CH:12][N:11]=2)=[O:9])[CH:2]=[CH:3][CH:4]=[CH:5][CH:6]=1. The catalyst class is: 127. (5) Reactant: C[Si](C)(C)CCOC[N:7](COCC[Si](C)(C)C)[C:8]1[N:13]2[N:14]=[CH:15][C:16]([CH:17]3[C:26](=[O:27])[C:25]4[C:20](=[CH:21][CH:22]=[CH:23][CH:24]=4)[NH:19][C:18]3=[O:28])=[C:12]2[N:11]=[C:10]([N:29]2[CH2:34][CH2:33][S:32][CH2:31][CH2:30]2)[C:9]=1[C:35]#[N:36].Cl. Product: [NH2:7][C:8]1[N:13]2[N:14]=[CH:15][C:16]([CH:17]3[C:26](=[O:27])[C:25]4[C:20](=[CH:21][CH:22]=[CH:23][CH:24]=4)[NH:19][C:18]3=[O:28])=[C:12]2[N:11]=[C:10]([N:29]2[CH2:30][CH2:31][S:32][CH2:33][CH2:34]2)[C:9]=1[C:35]#[N:36]. The catalyst class is: 14.